This data is from Reaction yield outcomes from USPTO patents with 853,638 reactions. The task is: Predict the reaction yield, written as a fraction of the theoretical maximum amount of product (1.0 means a 100% yield; for example, 0.34 means a 34% yield). (1) The reactants are Br[C:2]1[C:3]([CH3:9])=[N:4][N:5]([CH3:8])[C:6]=1[CH3:7].C([Li])CCC.C(O[B:19]1[O:23][C:22]([CH3:25])([CH3:24])[C:21]([CH3:27])([CH3:26])[O:20]1)(C)C.C(OCC)(=O)C. The catalyst is C1COCC1. The product is [CH3:8][N:5]1[C:6]([CH3:7])=[C:2]([B:19]2[O:23][C:22]([CH3:25])([CH3:24])[C:21]([CH3:27])([CH3:26])[O:20]2)[C:3]([CH3:9])=[N:4]1. The yield is 0.770. (2) The reactants are C([O:3][C:4](=[O:26])[CH2:5][O:6][C:7]1[CH:12]=[CH:11][C:10]([C:13]2([C:19]3[CH:24]=[CH:23][C:22](Br)=[CH:21][CH:20]=3)[CH2:18][CH2:17][NH:16][CH2:15][CH2:14]2)=[CH:9][CH:8]=1)C.CC1(C)C(C)(C)OB([C:35]2[CH:36]=[N:37][NH:38][CH:39]=2)O1. The catalyst is C1C=CC([P]([Pd]([P](C2C=CC=CC=2)(C2C=CC=CC=2)C2C=CC=CC=2)([P](C2C=CC=CC=2)(C2C=CC=CC=2)C2C=CC=CC=2)[P](C2C=CC=CC=2)(C2C=CC=CC=2)C2C=CC=CC=2)(C2C=CC=CC=2)C2C=CC=CC=2)=CC=1. The product is [NH:37]1[CH:36]=[C:35]([C:22]2[CH:21]=[CH:20][C:19]([C:13]3([C:10]4[CH:9]=[CH:8][C:7]([O:6][CH2:5][C:4]([OH:3])=[O:26])=[CH:12][CH:11]=4)[CH2:18][CH2:17][NH:16][CH2:15][CH2:14]3)=[CH:24][CH:23]=2)[CH:39]=[N:38]1. The yield is 0.0500.